This data is from Forward reaction prediction with 1.9M reactions from USPTO patents (1976-2016). The task is: Predict the product of the given reaction. (1) Given the reactants [F:1][C:2]1[C:8]([F:9])=[CH:7][CH:6]=[CH:5][C:3]=1N.[N:10]([O-:12])=[O:11].[Na+].S(=O)(=O)(O)O, predict the reaction product. The product is: [F:1][C:2]1[CH:3]=[CH:5][CH:6]=[C:7]([N+:10]([O-:12])=[O:11])[C:8]=1[F:9]. (2) Given the reactants [CH:1]([C:4]1[C:8]([CH2:9][CH2:10][CH2:11][O:12][C:13]2[C:18]([O:19][CH3:20])=[CH:17][CH:16]=[CH:15][C:14]=2[CH2:21][C:22]([O:24]C)=[O:23])=[CH:7][N:6]([C:26]2[CH:31]=[CH:30][CH:29]=[C:28]([C:32]([F:35])([F:34])[F:33])[N:27]=2)[N:5]=1)([CH3:3])[CH3:2].[OH-].[Na+].O1CCCC1.Cl, predict the reaction product. The product is: [CH:1]([C:4]1[C:8]([CH2:9][CH2:10][CH2:11][O:12][C:13]2[C:18]([O:19][CH3:20])=[CH:17][CH:16]=[CH:15][C:14]=2[CH2:21][C:22]([OH:24])=[O:23])=[CH:7][N:6]([C:26]2[CH:31]=[CH:30][CH:29]=[C:28]([C:32]([F:33])([F:35])[F:34])[N:27]=2)[N:5]=1)([CH3:3])[CH3:2].